Dataset: Full USPTO retrosynthesis dataset with 1.9M reactions from patents (1976-2016). Task: Predict the reactants needed to synthesize the given product. Given the product [CH3:3][C:2]([C:4]1[CH:9]=[CH:8][C:7]([S:16]([Cl:15])(=[O:18])=[O:17])=[CH:6][CH:5]=1)([C:10]1[N:11]=[CH:12][O:13][CH:14]=1)[CH3:1], predict the reactants needed to synthesize it. The reactants are: [CH3:1][C:2]([C:10]1[N:11]=[CH:12][O:13][CH:14]=1)([C:4]1[CH:9]=[CH:8][CH:7]=[CH:6][CH:5]=1)[CH3:3].[Cl:15][S:16](O)(=[O:18])=[O:17].